Predict the reactants needed to synthesize the given product. From a dataset of Full USPTO retrosynthesis dataset with 1.9M reactions from patents (1976-2016). Given the product [CH:26]1([C:24]2[S:23][C:18]3[N:19]=[C:20]([CH3:22])[N:21]=[C:16]([CH2:15][N:1]4[CH2:6][CH2:5][CH2:4][CH2:3][C:2]4=[O:7])[C:17]=3[CH:25]=2)[CH2:27][CH2:28][CH2:29][CH2:30][CH2:31]1, predict the reactants needed to synthesize it. The reactants are: [NH:1]1[CH2:6][CH2:5][CH2:4][CH2:3][C:2]1=[O:7].[H-].[Na+].CS(O[CH2:15][C:16]1[C:17]2[CH:25]=[C:24]([CH:26]3[CH2:31][CH2:30][CH2:29][CH2:28][CH2:27]3)[S:23][C:18]=2[N:19]=[C:20]([CH3:22])[N:21]=1)(=O)=O.Cl.